Dataset: Forward reaction prediction with 1.9M reactions from USPTO patents (1976-2016). Task: Predict the product of the given reaction. (1) The product is: [F:27][C:28]1[C:33]([C:2]2[N:3]=[CH:4][C:5]3[C:6]4[N:20]([CH:21]5[CH2:26][CH2:25][CH2:24][CH2:23][O:22]5)[N:19]=[CH:18][C:7]=4[C:8](=[O:17])[N:9]([CH2:12][C:13]([F:14])([F:16])[F:15])[C:10]=3[CH:11]=2)=[CH:32][CH:31]=[CH:30][N:29]=1. Given the reactants Cl[C:2]1[N:3]=[CH:4][C:5]2[C:6]3[N:20]([CH:21]4[CH2:26][CH2:25][CH2:24][CH2:23][O:22]4)[N:19]=[CH:18][C:7]=3[C:8](=[O:17])[N:9]([CH2:12][C:13]([F:16])([F:15])[F:14])[C:10]=2[CH:11]=1.[F:27][C:28]1[C:33](B(O)O)=[CH:32][CH:31]=[CH:30][N:29]=1.C(=O)([O-])[O-].[Cs+].[Cs+].O1CCOCC1, predict the reaction product. (2) Given the reactants Cl.COC(=O)[C@@H](CO)N.[Cl:10][C:11]1[CH:16]=[C:15]([F:17])[CH:14]=[CH:13][C:12]=1[CH2:18][NH:19][C:20]([C@H:22]1[CH2:26][O:25][C:24](=[O:27])[N:23]1[CH2:28][CH3:29])=[O:21], predict the reaction product. The product is: [Cl:10][C:11]1[CH:16]=[C:15]([F:17])[CH:14]=[CH:13][C:12]=1[CH2:18][NH:19][C:20]([CH:22]1[CH2:26][O:25][C:24](=[O:27])[N:23]1[CH2:28][CH3:29])=[O:21]. (3) Given the reactants [N:1]1([C:7]2[N:8]=[C:9]3[NH:17][C@H:16]([C:18]([F:21])([F:20])[F:19])[CH2:15][CH2:14][N:10]3[C:11](=[O:13])[CH:12]=2)[CH2:6][CH2:5][O:4][CH2:3][CH2:2]1.[H-].[Na+].[F:24][C:25]1[CH:33]=[CH:32][CH:31]=[C:30]([F:34])[C:26]=1[C:27](Cl)=[O:28].C(Cl)Cl.CO, predict the reaction product. The product is: [F:24][C:25]1[CH:33]=[CH:32][CH:31]=[C:30]([F:34])[C:26]=1[C:27]([N:17]1[C:9]2=[N:8][C:7]([N:1]3[CH2:6][CH2:5][O:4][CH2:3][CH2:2]3)=[CH:12][C:11](=[O:13])[N:10]2[CH2:14][CH2:15][C@H:16]1[C:18]([F:20])([F:21])[F:19])=[O:28]. (4) Given the reactants C1N=CN([C:6]([N:8]2C=N[CH:10]=[CH:9]2)=[O:7])C=1.[N:13]1[CH:18]=[CH:17][CH:16]=[C:15]([CH2:19][OH:20])[CH:14]=1.NCC1[CH:31]=[CH:30][C:26]([C:27]([OH:29])=[O:28])=[CH:25][CH:24]=1.CCN(CC)CC.C1CCN2C(=NCCC2)CC1, predict the reaction product. The product is: [N:13]1[CH:18]=[CH:17][CH:16]=[C:15]([CH2:19][O:20][C:6]([NH:8][CH2:9][C:10]2[CH:31]=[CH:30][C:26]([C:27]([OH:29])=[O:28])=[CH:25][CH:24]=2)=[O:7])[CH:14]=1. (5) Given the reactants [CH3:1][C:2]([N:4]([OH:39])[CH2:5][CH2:6][CH2:7][CH2:8][CH2:9][NH:10][C:11]([CH2:13][CH2:14][C:15]([N:17]([OH:38])[CH2:18][CH2:19][CH2:20][CH2:21][CH2:22][NH:23][C:24]([CH2:26][CH2:27][C:28]([N:30]([OH:37])[CH2:31][CH2:32][CH2:33][CH2:34][CH2:35][NH2:36])=[O:29])=[O:25])=[O:16])=[O:12])=[O:3].[CH3:40][S:41]([OH:44])(=[O:43])=[O:42], predict the reaction product. The product is: [CH3:1][C:2]([N:4]([OH:39])[CH2:5][CH2:6][CH2:7][CH2:8][CH2:9][NH:10][C:11]([CH2:13][CH2:14][C:15]([N:17]([OH:38])[CH2:18][CH2:19][CH2:20][CH2:21][CH2:22][NH:23][C:24]([CH2:26][CH2:27][C:28]([N:30]([OH:37])[CH2:31][CH2:32][CH2:33][CH2:34][CH2:35][NH2:36])=[O:29])=[O:25])=[O:16])=[O:12])=[O:3].[CH3:40][S:41]([OH:44])(=[O:43])=[O:42]. (6) Given the reactants [CH:1]([C:3]1[CH:12]=[CH:11][C:6]([C:7]([O:9][CH3:10])=[O:8])=[CH:5][CH:4]=1)=O.[Cl-].[OH:14][NH3+:15], predict the reaction product. The product is: [CH3:10][O:9][C:7](=[O:8])[C:6]1[CH:11]=[CH:12][C:3]([CH:1]=[N:15][OH:14])=[CH:4][CH:5]=1. (7) Given the reactants [NH2:1][CH2:2][CH2:3][CH2:4][CH2:5][N:6]1[C:18]2[C:17]3[CH:16]=[CH:15][CH:14]=[CH:13][C:12]=3[N:11]=[C:10]([NH2:19])[C:9]=2[N:8]=[C:7]1[CH2:20][CH2:21][O:22][CH3:23], predict the reaction product. The product is: [NH2:1][CH2:2][CH2:3][CH2:4][CH2:5][N:6]1[C:18]2[C:17]3[CH2:16][CH2:15][CH2:14][CH2:13][C:12]=3[N:11]=[C:10]([NH2:19])[C:9]=2[N:8]=[C:7]1[CH2:20][CH2:21][O:22][CH3:23]. (8) Given the reactants CC(C)([O-])C.[K+].[CH2:7]([O:14][C:15]([NH:17][CH:18]1[CH2:23][CH2:22][CH:21]([C:24]([O:26]CC)=[O:25])[CH2:20][CH2:19]1)=[O:16])[C:8]1[CH:13]=[CH:12][CH:11]=[CH:10][CH:9]=1.O.Cl, predict the reaction product. The product is: [CH2:7]([O:14][C:15]([NH:17][C@H:18]1[CH2:23][CH2:22][C@H:21]([C:24]([OH:26])=[O:25])[CH2:20][CH2:19]1)=[O:16])[C:8]1[CH:9]=[CH:10][CH:11]=[CH:12][CH:13]=1.